From a dataset of Peptide-MHC class I binding affinity with 185,985 pairs from IEDB/IMGT. Regression. Given a peptide amino acid sequence and an MHC pseudo amino acid sequence, predict their binding affinity value. This is MHC class I binding data. (1) The peptide sequence is LQFAYSNRNR. The MHC is HLA-A31:01 with pseudo-sequence HLA-A31:01. The binding affinity (normalized) is 0.841. (2) The peptide sequence is STMPLSWMY. The MHC is HLA-A25:01 with pseudo-sequence HLA-A25:01. The binding affinity (normalized) is 0.393. (3) The peptide sequence is CTDPPLLSV. The MHC is HLA-A31:01 with pseudo-sequence HLA-A31:01. The binding affinity (normalized) is 0.0847.